From a dataset of Forward reaction prediction with 1.9M reactions from USPTO patents (1976-2016). Predict the product of the given reaction. (1) Given the reactants [NH3:1].CO[C:4](=[O:38])[CH:5]([NH:30][C:31]([O:33][C:34]([CH3:37])([CH3:36])[CH3:35])=[O:32])[CH2:6][CH2:7][O:8][C:9]1[CH:14]=[CH:13][C:12]([CH2:15][CH2:16][CH2:17][CH2:18][NH:19][C:20]([O:22][CH2:23][C:24]2[CH:29]=[CH:28][CH:27]=[CH:26][CH:25]=2)=[O:21])=[CH:11][CH:10]=1, predict the reaction product. The product is: [CH2:23]([O:22][C:20](=[O:21])[NH:19][CH2:18][CH2:17][CH2:16][CH2:15][C:12]1[CH:13]=[CH:14][C:9]([O:8][CH2:7][CH2:6][CH:5]([NH:30][C:31]([O:33][C:34]([CH3:37])([CH3:35])[CH3:36])=[O:32])[C:4](=[O:38])[NH2:1])=[CH:10][CH:11]=1)[C:24]1[CH:25]=[CH:26][CH:27]=[CH:28][CH:29]=1. (2) Given the reactants [Cl:1][C:2]1[CH:7]=[CH:6][C:5]([N:8]=[C:9]=[S:10])=[C:4]([CH3:11])[CH:3]=1.Cl.[CH3:13][NH:14][O:15][CH2:16][C:17]([OH:19])=[O:18].C(N(CC)CC)C, predict the reaction product. The product is: [Cl:1][C:2]1[CH:7]=[CH:6][C:5]([NH:8][C:9]([N:14]([CH3:13])[O:15][CH2:16][C:17]([OH:19])=[O:18])=[S:10])=[C:4]([CH3:11])[CH:3]=1. (3) Given the reactants [NH2:1][C:2]1[C:3]2[C:10](I)=[CH:9][N:8]([C@@H:12]3[CH2:15][C@H:14]([CH2:16][OH:17])[CH2:13]3)[C:4]=2[N:5]=[CH:6][N:7]=1.CC1(C)C(C)(C)OB([C:26]2[CH:27]=[C:28]([CH:37]=[CH:38][CH:39]=2)[O:29][CH2:30][C@H:31]2[CH2:36][CH2:35][CH2:34][CH2:33][O:32]2)O1.C(=O)([O-])[O-].[Na+].[Na+].O, predict the reaction product. The product is: [NH2:1][C:2]1[C:3]2[C:10]([C:26]3[CH:39]=[CH:38][CH:37]=[C:28]([O:29][CH2:30][C@H:31]4[CH2:36][CH2:35][CH2:34][CH2:33][O:32]4)[CH:27]=3)=[CH:9][N:8]([C@@H:12]3[CH2:15][C@H:14]([CH2:16][OH:17])[CH2:13]3)[C:4]=2[N:5]=[CH:6][N:7]=1.